This data is from Forward reaction prediction with 1.9M reactions from USPTO patents (1976-2016). The task is: Predict the product of the given reaction. (1) Given the reactants [NH2:1][CH2:2][CH2:3][OH:4].C(=O)([O-])[O-].[K+].[K+].[Br:11][C:12]1[CH:13]=[C:14]([C:20]([O:22][CH3:23])=[O:21])[CH:15]=[N:16][C:17]=1[CH2:18]Br, predict the reaction product. The product is: [Br:11][C:12]1[CH:13]=[C:14]([C:20]([O:22][CH3:23])=[O:21])[CH:15]=[N:16][C:17]=1[CH2:18][NH:1][CH2:2][CH2:3][OH:4]. (2) Given the reactants [CH:1]1([C:7]2[C:8]3[CH:9]=[CH:10][C:11]([C:45]([O:47]C)=[O:46])=[CH:12][C:13]=3[N:14]3[CH2:20][CH:19]([N:21]([CH3:40])[CH2:22][CH2:23][N:24]([CH3:39])[CH2:25][CH2:26][CH2:27][S:28](=[O:38])(=[O:37])[NH:29]C(=O)OC(C)(C)C)[CH2:18][C:17]4[CH:41]=[CH:42][CH:43]=[CH:44][C:16]=4[C:15]=23)[CH2:6][CH2:5][CH2:4][CH2:3][CH2:2]1.[OH-].[K+].Cl, predict the reaction product. The product is: [NH2:29][S:28]([CH2:27][CH2:26][CH2:25][N:24]([CH3:39])[CH2:23][CH2:22][N:21]([CH3:40])[CH:19]1[CH2:18][C:17]2[CH:41]=[CH:42][CH:43]=[CH:44][C:16]=2[C:15]2=[C:7]([CH:1]3[CH2:6][CH2:5][CH2:4][CH2:3][CH2:2]3)[C:8]3[CH:9]=[CH:10][C:11]([C:45]([OH:47])=[O:46])=[CH:12][C:13]=3[N:14]2[CH2:20]1)(=[O:38])=[O:37]. (3) The product is: [CH3:8][C:7]1[CH:6]=[CH:5][CH:4]=[C:3]([CH2:9][CH:11]=[CH2:14])[C:2]=1[CH3:1]. Given the reactants [CH3:1][C:2]1[C:7]([CH3:8])=[CH:6][CH:5]=[CH:4][C:3]=1[C:9](O)([CH3:11])C.O.[C:14]1(C)C=CC(S(O)(=O)=O)=CC=1, predict the reaction product. (4) Given the reactants [CH2:1]([O:3][C:4](=[O:16])[C:5](=O)[CH2:6][C:7](=O)[C:8]1[CH:13]=[CH:12][CH:11]=[CH:10][CH:9]=1)[CH3:2].C(O)(=O)C.O.[NH2:22][NH2:23].C([O-])(O)=O.[Na+], predict the reaction product. The product is: [CH2:1]([O:3][C:4]([C:5]1[CH:6]=[C:7]([C:8]2[CH:13]=[CH:12][CH:11]=[CH:10][CH:9]=2)[NH:23][N:22]=1)=[O:16])[CH3:2]. (5) Given the reactants [F:1][CH:2]([F:28])[C:3]1[CH:12]=[C:11]2[C:6]([C:7](=[O:19])[N:8]([NH:14][S:15]([CH3:18])(=[O:17])=[O:16])[C:9](=[O:13])[NH:10]2)=[CH:5][C:4]=1[C:20]1[N:21]([CH:25]([CH3:27])[CH3:26])[N:22]=[CH:23][CH:24]=1.[C:29](Cl)(=[O:34])[CH2:30][CH2:31][CH2:32][CH3:33], predict the reaction product. The product is: [F:28][CH:2]([F:1])[C:3]1[CH:12]=[C:11]2[C:6]([C:7](=[O:19])[N:8]([N:14]([C:29](=[O:34])[CH2:30][CH2:31][CH2:32][CH3:33])[S:15]([CH3:18])(=[O:16])=[O:17])[C:9](=[O:13])[NH:10]2)=[CH:5][C:4]=1[C:20]1[N:21]([CH:25]([CH3:26])[CH3:27])[N:22]=[CH:23][CH:24]=1.